From a dataset of Forward reaction prediction with 1.9M reactions from USPTO patents (1976-2016). Predict the product of the given reaction. (1) Given the reactants [O:1]=[C:2]1[CH2:6][CH2:5][CH2:4][N:3]1[C:7]1[N:15]2[C:10]([CH:11]=[CH:12][CH:13]=[CH:14]2)=[CH:9][C:8]=1[CH:16]=[O:17].C[Mg+].[Br-].[CH3:21]COCC, predict the reaction product. The product is: [OH:17][CH:16]([C:8]1[CH:9]=[C:10]2[N:15]([C:7]=1[N:3]1[CH2:4][CH2:5][CH2:6][C:2]1=[O:1])[CH:14]=[CH:13][CH:12]=[CH:11]2)[CH3:21]. (2) Given the reactants [H-].[H-].[H-].[H-].[Li+].[Al+3].[NH2:7][CH2:8][C:9]([N:11]1[CH:16]2[CH2:17][CH2:18][CH:12]1[CH2:13][CH2:14][CH2:15]2)=O, predict the reaction product. The product is: [CH:12]12[N:11]([CH2:9][CH2:8][NH2:7])[CH:16]([CH2:17][CH2:18]1)[CH2:15][CH2:14][CH2:13]2. (3) Given the reactants O1CCCCC1[N:7]1[C:15]2[C:10](=[CH:11][C:12]([C:16]([NH2:18])=[O:17])=[CH:13][CH:14]=2)[C:9]([C:19]2[CH:24]=[CH:23][CH:22]=[C:21]([NH:25][C:26]([C:28]3[CH:29]=[N:30][CH:31]=[CH:32][CH:33]=3)=[O:27])[CH:20]=2)=[N:8]1.OO.[OH-].[Na+].O, predict the reaction product. The product is: [N:30]1[CH:31]=[CH:32][CH:33]=[C:28]([C:26]([NH:25][C:21]2[CH:20]=[C:19]([C:9]3[C:10]4[C:15](=[CH:14][CH:13]=[C:12]([C:16]([NH2:18])=[O:17])[CH:11]=4)[NH:7][N:8]=3)[CH:24]=[CH:23][CH:22]=2)=[O:27])[CH:29]=1. (4) Given the reactants [CH3:1][O:2][C:3]1[CH:8]=[CH:7][C:6]([OH:9])=[CH:5][C:4]=1B1OC(C)(C)C(C)(C)O1.Cl[C:20]1[N:25]=[N:24][C:23]([N:26]([CH3:37])[CH:27]2[CH2:32][C:31]([CH3:34])([CH3:33])[NH:30][C:29]([CH3:36])([CH3:35])[CH2:28]2)=[CH:22][CH:21]=1.P([O-])([O-])([O-])=O.[K+].[K+].[K+].COC1C=CC=C(OC)C=1C1C=CC=CC=1P(C1CCCCC1)C1CCCCC1, predict the reaction product. The product is: [CH3:1][O:2][C:3]1[CH:8]=[CH:7][C:6]([OH:9])=[CH:5][C:4]=1[C:20]1[N:25]=[N:24][C:23]([N:26]([CH3:37])[CH:27]2[CH2:32][C:31]([CH3:33])([CH3:34])[NH:30][C:29]([CH3:36])([CH3:35])[CH2:28]2)=[CH:22][CH:21]=1. (5) Given the reactants [O:1]1[CH2:3][C@@H:2]1[CH2:4][N:5]1[C:13](=[O:14])[C:12]2[C:7](=[CH:8][CH:9]=[CH:10][CH:11]=2)[C:6]1=[O:15].[N:16]([C:19]1[CH:24]=[CH:23][C:22]([N:25]2[CH2:30][CH2:29][O:28][CH2:27][C:26]2=[O:31])=[CH:21][CH:20]=1)=[C:17]=[O:18], predict the reaction product. The product is: [O:18]=[C:17]1[N:16]([C:19]2[CH:24]=[CH:23][C:22]([N:25]3[CH2:30][CH2:29][O:28][CH2:27][C:26]3=[O:31])=[CH:21][CH:20]=2)[CH2:3][C@H:2]([CH2:4][N:5]2[C:13](=[O:14])[C:12]3[C:7](=[CH:8][CH:9]=[CH:10][CH:11]=3)[C:6]2=[O:15])[O:1]1. (6) The product is: [Br:1][C:2]1[CH:3]=[C:4]([CH:8]=[CH:9][C:10]=1[CH3:11])[C:5]([NH:31][C:30]1[CH:32]=[CH:33][CH:34]=[C:28]([C:27]([F:26])([F:35])[F:36])[CH:29]=1)=[O:7]. Given the reactants [Br:1][C:2]1[CH:3]=[C:4]([CH:8]=[CH:9][C:10]=1[CH3:11])[C:5]([OH:7])=O.C(Cl)CCl.C1C=CC2N(O)N=NC=2C=1.[F:26][C:27]([F:36])([F:35])[C:28]1[CH:29]=[C:30]([CH:32]=[CH:33][CH:34]=1)[NH2:31], predict the reaction product. (7) Given the reactants [NH2:1][C:2]1[N:7]([CH2:8][CH3:9])[C:6](=[O:10])[N:5]([CH2:11][CH2:12][CH3:13])[C:4](=[O:14])[CH:3]=1.[N:15]([O-])=[O:16].[Na+], predict the reaction product. The product is: [NH2:1][C:2]1[N:7]([CH2:8][CH3:9])[C:6](=[O:10])[N:5]([CH2:11][CH2:12][CH3:13])[C:4](=[O:14])[C:3]=1[N:15]=[O:16]. (8) The product is: [C:1]([O:9][CH2:10][C:11]1[S:12][CH:13]=[C:14]([C:16]2[CH:17]=[CH:18][C:19]([O:22][CH2:34][C:33]3[CH:36]=[CH:37][C:30]([CH:26]([CH2:27][CH2:28][CH3:29])[CH2:23][CH2:24][CH3:25])=[CH:31][CH:32]=3)=[CH:20][CH:21]=2)[N:15]=1)(=[O:8])[C:2]1[CH:3]=[CH:4][CH:5]=[CH:6][CH:7]=1. Given the reactants [C:1]([O:9][CH2:10][C:11]1[S:12][CH:13]=[C:14]([C:16]2[CH:21]=[CH:20][C:19]([OH:22])=[CH:18][CH:17]=2)[N:15]=1)(=[O:8])[C:2]1[CH:7]=[CH:6][CH:5]=[CH:4][CH:3]=1.[CH2:23]([CH:26]([C:30]1[CH:37]=[CH:36][C:33]([CH2:34]Cl)=[CH:32][CH:31]=1)[CH2:27][CH2:28][CH3:29])[CH2:24][CH3:25].C(=O)([O-])[O-].[K+].[K+].C(OCC)(=O)C, predict the reaction product.